This data is from Catalyst prediction with 721,799 reactions and 888 catalyst types from USPTO. The task is: Predict which catalyst facilitates the given reaction. (1) Reactant: [C:1]1([C:27]2[CH:32]=[CH:31][CH:30]=[CH:29][CH:28]=2)[CH:6]=[CH:5][C:4]([C:7]([N:9]2[CH2:14][CH2:13][N:12]([C:15]3[C:16]4[CH:24]=[C:23]([CH2:25][CH3:26])[S:22][C:17]=4[N:18]=[C:19](Cl)[N:20]=3)[CH2:11][CH2:10]2)=[O:8])=[CH:3][CH:2]=1.[CH3:33][N:34]([CH3:38])[CH2:35][CH2:36][NH2:37]. Product: [C:1]1([C:27]2[CH:32]=[CH:31][CH:30]=[CH:29][CH:28]=2)[CH:6]=[CH:5][C:4]([C:7]([N:9]2[CH2:14][CH2:13][N:12]([C:15]3[C:16]4[CH:24]=[C:23]([CH2:25][CH3:26])[S:22][C:17]=4[N:18]=[C:19]([NH:37][CH2:36][CH2:35][N:34]([CH3:38])[CH3:33])[N:20]=3)[CH2:11][CH2:10]2)=[O:8])=[CH:3][CH:2]=1. The catalyst class is: 60. (2) Reactant: [F:1][C:2]1[C:9]([O:10][CH3:11])=[CH:8][CH:7]=[C:6](I)[C:3]=1[C:4]#[N:5].CC([O-])=O.[K+].[O:18]1[CH:22]=[CH:21][C:20](B(O)O)=[CH:19]1. Product: [F:1][C:2]1[C:9]([O:10][CH3:11])=[CH:8][CH:7]=[C:6]([C:20]2[CH:21]=[CH:22][O:18][CH:19]=2)[C:3]=1[C:4]#[N:5]. The catalyst class is: 294. (3) Reactant: [CH3:1][C:2]1[C:10]([CH3:11])=[CH:9][C:5](C(O)=O)=[CH:4][C:3]=1[N+:12]([O-])=O.C[O:16][CH:17]([O:21][CH3:22])N(C)C.O.NN.[CH3:26]N(C)C=O. Product: [CH3:22][O:21][C:17]([C:5]1[CH:4]=[C:3]2[C:2]([CH:1]=[CH:26][NH:12]2)=[C:10]([CH3:11])[CH:9]=1)=[O:16]. The catalyst class is: 94. (4) Reactant: O[CH2:2][CH2:3][CH:4]1[C:9]2([O:13][CH2:12][CH2:11][O:10]2)[CH2:8][CH2:7][N:6]([C:14]([O:16][CH2:17][C:18]2[CH:23]=[CH:22][CH:21]=[CH:20][CH:19]=2)=[O:15])[CH2:5]1.S(Cl)([Cl:26])=O.N1C=CC=CC=1.CN(C=O)C. Product: [Cl:26][CH2:2][CH2:3][CH:4]1[C:9]2([O:13][CH2:12][CH2:11][O:10]2)[CH2:8][CH2:7][N:6]([C:14]([O:16][CH2:17][C:18]2[CH:23]=[CH:22][CH:21]=[CH:20][CH:19]=2)=[O:15])[CH2:5]1. The catalyst class is: 22. (5) Product: [F:1][C:2]1[CH:3]=[C:4]([CH:7]=[C:8]([F:11])[C:9]=1[F:10])[CH:5]=[C:14]([C:13](=[O:18])[CH3:12])[C:15](=[O:17])[CH3:16]. Reactant: [F:1][C:2]1[CH:3]=[C:4]([CH:7]=[C:8]([F:11])[C:9]=1[F:10])[CH:5]=O.[CH3:12][C:13](=[O:18])[CH2:14][C:15](=[O:17])[CH3:16].N1CCCCC1. The catalyst class is: 48. (6) Reactant: [CH3:1][O:2][C:3]1[CH:8]=[CH:7][C:6]([C:9]2[CH2:10][CH2:11][O:12][CH2:13][CH:14]=2)=[CH:5][C:4]=1[N+:15]([O-])=O. Product: [CH3:1][O:2][C:3]1[CH:8]=[CH:7][C:6]([CH:9]2[CH2:14][CH2:13][O:12][CH2:11][CH2:10]2)=[CH:5][C:4]=1[NH2:15]. The catalyst class is: 886. (7) Reactant: [CH3:1][C@@H:2]([C@@H:10]1[C@@:14]2([CH3:29])[CH2:15][CH2:16][CH2:17]/[C:18](=C\C=C3\C[C@@H](O)CCC\3=C)/[C@@H:13]2[CH2:12][CH2:11]1)/C=C/[C@@H](C(C)C)C.[O:30]=[O+][O-].[CH3:33][OH:34]. Product: [CH3:29][C@@:14]12[C@@H:10]([C@H:2]([CH3:1])[CH:33]=[O:34])[CH2:11][CH2:12][C@H:13]1[C:18](=[O:30])[CH2:17][CH2:16][CH2:15]2. The catalyst class is: 17. (8) Reactant: [CH:1]1([O:7][CH:8]2[CH2:13][CH2:12][N:11]([C:14]3[N:19]=[CH:18][C:17]([C:20]4[CH:25]=[CH:24][C:23]([C:26]5[S:30][C:29]([C@H:31]6[CH2:36][CH2:35][C@H:34]([C:37](N(OC)C)=[O:38])[CH2:33][CH2:32]6)=[N:28][N:27]=5)=[CH:22][CH:21]=4)=[CH:16][N:15]=3)[CH2:10][CH2:9]2)[CH2:6][CH2:5][CH2:4][CH2:3][CH2:2]1.[H-].[Al+3].[Li+].[H-].[H-].[H-].[F-].[Cs+].O. Product: [CH:1]1([O:7][CH:8]2[CH2:13][CH2:12][N:11]([C:14]3[N:15]=[CH:16][C:17]([C:20]4[CH:25]=[CH:24][C:23]([C:26]5[S:30][C:29]([C@H:31]6[CH2:32][CH2:33][C@H:34]([CH2:37][OH:38])[CH2:35][CH2:36]6)=[N:28][N:27]=5)=[CH:22][CH:21]=4)=[CH:18][N:19]=3)[CH2:10][CH2:9]2)[CH2:6][CH2:5][CH2:4][CH2:3][CH2:2]1. The catalyst class is: 1.